This data is from Full USPTO retrosynthesis dataset with 1.9M reactions from patents (1976-2016). The task is: Predict the reactants needed to synthesize the given product. (1) Given the product [Br:27][C:26]1[CH:25]=[C:24]([S:28]([N:6]([CH2:5][C:4]2[CH:14]=[CH:15][C:16]([O:18][CH3:19])=[CH:17][C:3]=2[O:2][CH3:1])[C:7]2[CH:12]=[CH:11][C:10]([F:13])=[CH:9][N:8]=2)(=[O:29])=[O:30])[CH:23]=[CH:22][C:21]=1[F:20], predict the reactants needed to synthesize it. The reactants are: [CH3:1][O:2][C:3]1[CH:17]=[C:16]([O:18][CH3:19])[CH:15]=[CH:14][C:4]=1[CH2:5][NH:6][C:7]1[CH:12]=[CH:11][C:10]([F:13])=[CH:9][N:8]=1.[F:20][C:21]1[C:26]([Br:27])=[CH:25][C:24]([S:28](Cl)(=[O:30])=[O:29])=[CH:23][CH:22]=1. (2) The reactants are: [OH:1][C:2]1[CH:3]=[C:4]2[C:17](=[CH:18][CH:19]=1)[C:16]1[C:7](=[C:8]3[C:13](=[CH:14][CH:15]=1)[NH:12][C:11]([CH3:21])([CH3:20])[CH:10]=[C:9]3[CH3:22])[C:6](=[O:23])[O:5]2.O1CCCC1.C(N(CC)CC)C.[C:36](Cl)(=[O:43])[C:37]1[CH:42]=[CH:41][CH:40]=[CH:39][CH:38]=1. Given the product [C:36]([O:1][C:2]1[CH:3]=[C:4]2[C:17](=[CH:18][CH:19]=1)[C:16]1[C:7](=[C:8]3[C:13](=[CH:14][CH:15]=1)[NH:12][C:11]([CH3:20])([CH3:21])[CH:10]=[C:9]3[CH3:22])[C:6](=[O:23])[O:5]2)(=[O:43])[C:37]1[CH:42]=[CH:41][CH:40]=[CH:39][CH:38]=1, predict the reactants needed to synthesize it. (3) The reactants are: [F:1][C:2]([F:13])([F:12])[C:3]([NH:5][CH2:6][CH:7]1[CH2:11][CH2:10][NH:9][CH2:8]1)=[O:4].[C:14](O[C:14]([O:16][C:17]([CH3:20])([CH3:19])[CH3:18])=[O:15])([O:16][C:17]([CH3:20])([CH3:19])[CH3:18])=[O:15]. Given the product [F:13][C:2]([F:1])([F:12])[C:3]([NH:5][CH2:6][CH:7]1[CH2:11][CH2:10][N:9]([C:14]([O:16][C:17]([CH3:20])([CH3:19])[CH3:18])=[O:15])[CH2:8]1)=[O:4], predict the reactants needed to synthesize it. (4) The reactants are: [CH:1]([C:4]1[CH:13]=[C:12]2[C:7]([C:8](Cl)=[N:9][C:10](Cl)=[N:11]2)=[CH:6][CH:5]=1)([CH3:3])[CH3:2].NC1C=CC(CN)=CC=1.[NH2:25][CH2:26][C:27]1[CH:32]=[CH:31][C:30]([NH:33][C:34]([CH:36]2[CH2:41][CH2:40][N:39]([CH2:42][C:43]3[CH:48]=[CH:47][CH:46]=[CH:45][CH:44]=3)[CH2:38][CH2:37]2)=[O:35])=[CH:29][CH:28]=1.[CH3:49][NH:50][CH3:51]. Given the product [CH2:42]([N:39]1[CH2:38][CH2:37][CH:36]([C:34]([NH:33][C:30]2[CH:31]=[CH:32][C:27]([CH2:26][NH:25][C:8]3[C:7]4[C:12](=[CH:13][C:4]([CH:1]([CH3:3])[CH3:2])=[CH:5][CH:6]=4)[N:11]=[C:10]([N:50]([CH3:51])[CH3:49])[N:9]=3)=[CH:28][CH:29]=2)=[O:35])[CH2:41][CH2:40]1)[C:43]1[CH:44]=[CH:45][CH:46]=[CH:47][CH:48]=1, predict the reactants needed to synthesize it. (5) Given the product [CH2:1]([C:8]1[C:22]([O:24][C:10](=[O:12])[C:9]=1[CH2:13][CH2:14][C:15]1[CH:16]=[CH:17][CH:18]=[CH:19][CH:20]=1)=[O:23])[C:2]1[CH:3]=[CH:4][CH:5]=[CH:6][CH:7]=1, predict the reactants needed to synthesize it. The reactants are: [CH2:1]([CH:8]([C:22]([OH:24])=[O:23])[C:9](O)([CH2:13][CH2:14][C:15]1[CH:20]=[CH:19][CH:18]=[CH:17][CH:16]=1)[C:10]([OH:12])=O)[C:2]1[CH:7]=[CH:6][CH:5]=[CH:4][CH:3]=1.C(OC(=O)C)(=O)C. (6) Given the product [CH2:28]([O:27][C:26]([NH:25][C:21]1[C:20]([CH3:36])=[C:19]([C:3]2[C:4]3[C:12]4[C:7](=[CH:8][CH:9]=[C:10]([N:13]5[CH2:14][CH2:15][O:16][CH2:17][CH2:18]5)[CH:11]=4)[NH:6][C:5]=3[C:38]([C:39]([O:41][CH2:42][CH3:43])=[O:40])=[N:1][CH:2]=2)[CH:24]=[CH:23][CH:22]=1)=[O:35])[C:29]1[CH:30]=[CH:31][CH:32]=[CH:33][CH:34]=1, predict the reactants needed to synthesize it. The reactants are: [NH2:1][CH2:2][CH:3]([C:19]1[C:20]([CH3:36])=[C:21]([NH:25][C:26](=[O:35])[O:27][CH2:28][C:29]2[CH:34]=[CH:33][CH:32]=[CH:31][CH:30]=2)[CH:22]=[CH:23][CH:24]=1)[C:4]1[C:12]2[C:7](=[CH:8][CH:9]=[C:10]([N:13]3[CH2:18][CH2:17][O:16][CH2:15][CH2:14]3)[CH:11]=2)[NH:6][CH:5]=1.O=[CH:38][C:39]([O:41][CH2:42][CH3:43])=[O:40].C1(C)C=CC=CC=1.Cl.O1CCOCC1.